From a dataset of Forward reaction prediction with 1.9M reactions from USPTO patents (1976-2016). Predict the product of the given reaction. (1) Given the reactants [CH3:1][Mg]Br.[CH2:4]([S:6]([C:9]1[CH:37]=[CH:36][C:12]([O:13][C:14]2[C:28]([CH2:29][C:30](N(OC)C)=[O:31])=[CH:27][C:17]3[NH:18][C:19]([C:21]4[CH:26]=[CH:25][CH:24]=[CH:23][N:22]=4)=[N:20][C:16]=3[CH:15]=2)=[CH:11][CH:10]=1)(=[O:8])=[O:7])[CH3:5].[Cl-].[NH4+], predict the reaction product. The product is: [CH2:4]([S:6]([C:9]1[CH:37]=[CH:36][C:12]([O:13][C:14]2[C:28]([CH2:29][C:30]([CH3:1])=[O:31])=[CH:27][C:17]3[NH:18][C:19]([C:21]4[CH:26]=[CH:25][CH:24]=[CH:23][N:22]=4)=[N:20][C:16]=3[CH:15]=2)=[CH:11][CH:10]=1)(=[O:8])=[O:7])[CH3:5]. (2) Given the reactants Br[C:2]1[CH:8]=[CH:7][C:6]([N+:9]([O-:11])=[O:10])=[CH:5][C:3]=1[NH2:4].[N:12]1C=CC=C[CH:13]=1.[Cu]C#N, predict the reaction product. The product is: [NH2:4][C:3]1[CH:5]=[C:6]([N+:9]([O-:11])=[O:10])[CH:7]=[CH:8][C:2]=1[C:13]#[N:12]. (3) Given the reactants C([O:5][C:6](=[O:29])[CH2:7][O:8][C:9]1[CH:14]=[CH:13][C:12]([Cl:15])=[CH:11][C:10]=1[C:16]#[C:17][C:18]1[CH:28]=[CH:27][C:21]2[CH2:22][CH2:23][S:24](=[O:26])(=[O:25])[C:20]=2[CH:19]=1)(C)(C)C, predict the reaction product. The product is: [Cl:15][C:12]1[CH:13]=[CH:14][C:9]([O:8][CH2:7][C:6]([OH:29])=[O:5])=[C:10]([C:16]#[C:17][C:18]2[CH:28]=[CH:27][C:21]3[CH2:22][CH2:23][S:24](=[O:26])(=[O:25])[C:20]=3[CH:19]=2)[CH:11]=1. (4) Given the reactants CO[N:3]=[C:4]1[C:12]2[C:7](=[C:8]([N+:13]([O-])=O)[CH:9]=[CH:10][CH:11]=2)[CH2:6][CH2:5]1, predict the reaction product. The product is: [CH:4]1([NH2:3])[C:12]2[CH:11]=[CH:10][CH:9]=[C:8]([NH2:13])[C:7]=2[CH2:6][CH2:5]1. (5) Given the reactants [C:1]([O:5][C:6]([N:8]1[CH2:13][CH2:12][C:11]([CH2:17][C:18]2[CH:23]=[CH:22][CH:21]=[C:20]([NH:24][C:25]3[N:29]([C:30]([CH3:33])([CH3:32])[CH3:31])[N:28]=[CH:27][CH:26]=3)[N:19]=2)([C:14]([OH:16])=O)[CH2:10][CH2:9]1)=[O:7])([CH3:4])([CH3:3])[CH3:2].[C:34]([O:38][CH2:39][C:40]1[CH:45]=[CH:44][CH:43]=[CH:42][CH:41]=1)(=[O:37])[NH:35][NH2:36].Cl.CN(C)CCCN=C=NCC.O, predict the reaction product. The product is: [CH2:39]([O:38][C:34]([NH:35][NH:36][C:14]([C:11]1([CH2:17][C:18]2[CH:23]=[CH:22][CH:21]=[C:20]([NH:24][C:25]3[N:29]([C:30]([CH3:33])([CH3:31])[CH3:32])[N:28]=[CH:27][CH:26]=3)[N:19]=2)[CH2:12][CH2:13][N:8]([C:6]([O:5][C:1]([CH3:4])([CH3:3])[CH3:2])=[O:7])[CH2:9][CH2:10]1)=[O:16])=[O:37])[C:40]1[CH:45]=[CH:44][CH:43]=[CH:42][CH:41]=1. (6) Given the reactants Cl.[NH2:2][CH2:3][C@@H:4]1[O:8][C:7](=[O:9])[N:6]([C:10]2[CH:23]=[CH:22][C:13]3[C:14]4[NH:15][N:16]=[CH:17][C:18]=4[CH2:19][CH2:20][CH2:21][C:12]=3[CH:11]=2)[CH2:5]1.[C:24]([OH:28])(C)(C)[CH3:25].[CH:29]1([CH2:32][C:33]([OH:35])=O)[CH2:31][CH2:30]1.CCN=C=N[CH2:41][CH2:42][CH2:43]N(C)C, predict the reaction product. The product is: [CH:29]1([CH2:32][C:33]([NH:2][CH2:3][C@@H:4]2[O:8][C:7](=[O:9])[N:6]([C:10]3[CH:23]=[CH:22][C:13]4[C:14]5[N:15]([C:24](=[O:28])[CH2:25][CH:41]6[CH2:42][CH2:43]6)[N:16]=[CH:17][C:18]=5[CH2:19][CH2:20][CH2:21][C:12]=4[CH:11]=3)[CH2:5]2)=[O:35])[CH2:30][CH2:31]1. (7) Given the reactants [CH3:1][O:2][C:3]1[CH:4]=[C:5]2[C:10](=[CH:11][C:12]=1[O:13][CH3:14])[N:9]=[CH:8][N:7]=[C:6]2[O:15][C:16]1[CH:22]=[CH:21][C:19]([NH2:20])=[C:18]([CH3:23])[CH:17]=1.[F:24][C:25]1[CH:30]=[C:29]([F:31])[CH:28]=[CH:27][C:26]=1[N:32]=[C:33]=[O:34], predict the reaction product. The product is: [F:24][C:25]1[CH:30]=[C:29]([F:31])[CH:28]=[CH:27][C:26]=1[NH:32][C:33]([NH:20][C:19]1[CH:21]=[CH:22][C:16]([O:15][C:6]2[C:5]3[C:10](=[CH:11][C:12]([O:13][CH3:14])=[C:3]([O:2][CH3:1])[CH:4]=3)[N:9]=[CH:8][N:7]=2)=[CH:17][C:18]=1[CH3:23])=[O:34]. (8) The product is: [CH3:12][O:11][C:4]1[CH:3]=[C:2]([N:25]2[CH2:24][CH2:23][CH:22]([N:14]([CH3:13])[C:15](=[O:21])[O:16][C:17]([CH3:18])([CH3:19])[CH3:20])[CH2:27][CH2:26]2)[CH:7]=[CH:6][C:5]=1[N+:8]([O-:10])=[O:9]. Given the reactants F[C:2]1[CH:7]=[CH:6][C:5]([N+:8]([O-:10])=[O:9])=[C:4]([O:11][CH3:12])[CH:3]=1.[CH3:13][N:14]([CH:22]1[CH2:27][CH2:26][NH:25][CH2:24][CH2:23]1)[C:15](=[O:21])[O:16][C:17]([CH3:20])([CH3:19])[CH3:18], predict the reaction product. (9) Given the reactants Cl.FC1C=C(C=CC=1)CN1C=C(C2C3C(=NC=C(C4C=CC(C5CCNCC5)=CC=4)C=3)N(S(C3C=CC(C)=CC=3)(=O)=O)C=2)C=N1.[F:46][C:47]1[CH:48]=[C:49]([CH:91]=[C:92]([F:94])[CH:93]=1)[CH2:50][N:51]1[CH:55]=[C:54]([C:56]2[C:64]3[C:59](=[N:60][CH:61]=[C:62]([C:65]4[CH:66]=[CH:67][C:68]([N:71]5[CH2:76][CH2:75][N:74]([CH2:77][C:78]([NH2:80])=[O:79])[CH2:73][CH2:72]5)=[N:69][CH:70]=4)[CH:63]=3)[N:58](S(C3C=CC(C)=CC=3)(=O)=O)[CH:57]=2)[CH:53]=[N:52]1.[OH-].[Li+], predict the reaction product. The product is: [F:94][C:92]1[CH:91]=[C:49]([CH:48]=[C:47]([F:46])[CH:93]=1)[CH2:50][N:51]1[CH:55]=[C:54]([C:56]2[C:64]3[C:59](=[N:60][CH:61]=[C:62]([C:65]4[CH:66]=[CH:67][C:68]([N:71]5[CH2:72][CH2:73][N:74]([CH2:77][C:78]([NH2:80])=[O:79])[CH2:75][CH2:76]5)=[N:69][CH:70]=4)[CH:63]=3)[NH:58][CH:57]=2)[CH:53]=[N:52]1.